This data is from Reaction yield outcomes from USPTO patents with 853,638 reactions. The task is: Predict the reaction yield, written as a fraction of the theoretical maximum amount of product (1.0 means a 100% yield; for example, 0.34 means a 34% yield). (1) The reactants are [C:1]([C:5]1[CH:10]=[CH:9][C:8]([C:11]2[N:15]([CH3:16])[N:14]=[C:13]([C:17](=[N:19][NH:20][C:21]([NH:23][C:24]3[CH:33]=[CH:32][C:27]([C:28]([O:30]C)=[O:29])=[C:26]([N+:34]([O-:36])=[O:35])[CH:25]=3)=[S:22])[CH3:18])[C:12]=2[OH:37])=[CH:7][CH:6]=1)([CH3:4])([CH3:3])[CH3:2].[OH-].[Na+]. The catalyst is CO. The product is [C:1]([C:5]1[CH:10]=[CH:9][C:8]([C:11]2[N:15]([CH3:16])[N:14]=[C:13]([C:17](=[N:19][NH:20][C:21]([NH:23][C:24]3[CH:33]=[CH:32][C:27]([C:28]([OH:30])=[O:29])=[C:26]([N+:34]([O-:36])=[O:35])[CH:25]=3)=[S:22])[CH3:18])[C:12]=2[OH:37])=[CH:7][CH:6]=1)([CH3:2])([CH3:3])[CH3:4]. The yield is 0.280. (2) The reactants are [S:1]1[C:5]2[CH:6]=[C:7]([N:10]3[CH2:14][CH2:13][NH:12][C:11]3=[O:15])[CH:8]=[CH:9][C:4]=2[N:3]=[CH:2]1.I[C:17]1[CH:18]=[N:19][CH:20]=[CH:21][C:22]=1[NH:23][C:24](=[O:26])[CH3:25].N[C@@H]1CCCC[C@H]1N.P([O-])([O-])([O-])=O.[K+].[K+].[K+]. The catalyst is [Cu](I)I.O1CCOCC1. The product is [S:1]1[C:5]2[CH:6]=[C:7]([N:10]3[CH2:14][CH2:13][N:12]([C:17]4[CH:18]=[N:19][CH:20]=[CH:21][C:22]=4[NH:23][C:24](=[O:26])[CH3:25])[C:11]3=[O:15])[CH:8]=[CH:9][C:4]=2[N:3]=[CH:2]1. The yield is 0.234.